The task is: Predict the reactants needed to synthesize the given product.. This data is from Full USPTO retrosynthesis dataset with 1.9M reactions from patents (1976-2016). (1) Given the product [CH3:1][C:2]1([C:8]([N:48]2[CH2:49][CH2:50][N:45]3[CH:44]=[C:43]([C:51]([O:53][CH2:54][CH3:55])=[O:52])[N:42]=[C:46]3[CH2:47]2)=[O:10])[CH2:3][CH2:4][CH2:5][CH2:6][CH2:7]1, predict the reactants needed to synthesize it. The reactants are: [CH3:1][C:2]1([C:8]([OH:10])=O)[CH2:7][CH2:6][CH2:5][CH2:4][CH2:3]1.CN(C(ON1N=NC2C=CC=NC1=2)=[N+](C)C)C.F[P-](F)(F)(F)(F)F.C(N(CC)CC)C.[N:42]1[C:43]([C:51]([O:53][CH2:54][CH3:55])=[O:52])=[CH:44][N:45]2[CH2:50][CH2:49][NH:48][CH2:47][C:46]=12. (2) Given the product [CH3:1][C:2]1([CH3:12])[O:6][C@@H:5]2[CH2:7][CH2:8][CH2:9][C@@H:10]([NH:11][CH:35]3[CH2:34][CH2:33][N:32]([C:30]4[CH:29]=[CH:28][CH:27]=[C:26]([C:18]5[CH:17]=[CH:16][C:15]6[C:14]([CH3:39])([CH3:13])[CH2:23][CH2:22][C:21]([CH3:25])([CH3:24])[C:20]=6[CH:19]=5)[N:31]=4)[CH2:37][CH2:36]3)[C@@H:4]2[O:3]1, predict the reactants needed to synthesize it. The reactants are: [CH3:1][C:2]1([CH3:12])[O:6][C@@H:5]2[CH2:7][CH2:8][CH2:9][C@@H:10]([NH2:11])[C@@H:4]2[O:3]1.[CH3:13][C:14]1([CH3:39])[CH2:23][CH2:22][C:21]([CH3:25])([CH3:24])[C:20]2[CH:19]=[C:18]([C:26]3[N:31]=[C:30]([N:32]4[CH2:37][CH2:36][C:35](=O)[CH2:34][CH2:33]4)[CH:29]=[CH:28][CH:27]=3)[CH:17]=[CH:16][C:15]1=2.